Dataset: Forward reaction prediction with 1.9M reactions from USPTO patents (1976-2016). Task: Predict the product of the given reaction. (1) Given the reactants [C:1]([O:5][C:6](=[O:30])[N:7]([CH2:9][C:10]1[CH:14]=[C:13]([C:15]2[C:19](Br)=[CH:18][S:17][CH:16]=2)[N:12]([S:21]([C:24]2[CH:25]=[N:26][CH:27]=[CH:28][CH:29]=2)(=[O:23])=[O:22])[CH:11]=1)[CH3:8])([CH3:4])([CH3:3])[CH3:2].[CH3:31][N:32](C)C=O, predict the reaction product. The product is: [C:1]([O:5][C:6](=[O:30])[N:7]([CH2:9][C:10]1[CH:14]=[C:13]([C:15]2[C:19]([C:31]#[N:32])=[CH:18][S:17][CH:16]=2)[N:12]([S:21]([C:24]2[CH:25]=[N:26][CH:27]=[CH:28][CH:29]=2)(=[O:23])=[O:22])[CH:11]=1)[CH3:8])([CH3:4])([CH3:3])[CH3:2]. (2) The product is: [N+:16]([C:19]1[CH:27]=[CH:26][C:25]2[C:21](=[CH:22][N:23]([CH2:3][CH2:4][N:5]3[CH2:9][CH2:8][CH2:7][CH2:6]3)[N:24]=2)[CH:20]=1)([O-:18])=[O:17]. Given the reactants Cl.Cl[CH2:3][CH2:4][N:5]1[CH2:9][CH2:8][CH2:7][CH2:6]1.C([O-])([O-])=O.[K+].[K+].[N+:16]([C:19]1[CH:20]=[C:21]2[C:25](=[CH:26][CH:27]=1)[NH:24][N:23]=[CH:22]2)([O-:18])=[O:17], predict the reaction product. (3) Given the reactants [C:1]([C:3]1[CH:8]=[CH:7][CH:6]=[CH:5][C:4]=1[C:9]1[CH:14]=[CH:13][C:12]([CH2:15][CH:16]([C:21](=O)[CH2:22][CH2:23][CH2:24][CH3:25])[C:17](OC)=[O:18])=[C:11]([F:27])[CH:10]=1)#[N:2].[CH3:28][C:29]1[NH:30][C:31]([NH:34][CH:35]2[CH2:40][CH2:39][O:38][CH2:37][CH2:36]2)=[N:32][N:33]=1, predict the reaction product. The product is: [CH2:22]([C:21]1[N:32]2[N:33]=[C:29]([CH3:28])[N:30]=[C:31]2[N:34]([CH:35]2[CH2:40][CH2:39][O:38][CH2:37][CH2:36]2)[C:17](=[O:18])[C:16]=1[CH2:15][C:12]1[CH:13]=[CH:14][C:9]([C:4]2[C:3]([C:1]#[N:2])=[CH:8][CH:7]=[CH:6][CH:5]=2)=[CH:10][C:11]=1[F:27])[CH2:23][CH2:24][CH3:25].